From a dataset of Full USPTO retrosynthesis dataset with 1.9M reactions from patents (1976-2016). Predict the reactants needed to synthesize the given product. (1) Given the product [CH3:21][S:22]([O:1][C@H:2]1[CH2:3][C@@H:4]([NH:6][C:7]([O:8][C:9]([CH3:10])([CH3:12])[CH3:11])=[O:13])[CH2:5]1)(=[O:24])=[O:23], predict the reactants needed to synthesize it. The reactants are: [OH:1][C@@H:2]1[CH2:5][C@H:4]([NH:6][C:7](=[O:13])[O:8][C:9]([CH3:12])([CH3:11])[CH3:10])[CH2:3]1.C(N(CC)CC)C.[CH3:21][S:22](Cl)(=[O:24])=[O:23].O. (2) Given the product [C:3]([NH:6][C@@H:7]([CH3:20])[CH2:8][O:9][C:10]1[CH:11]=[CH:12][CH:13]=[CH:18][C:19]=1[C:22]([OH:23])=[O:1])(=[O:5])[CH3:4], predict the reactants needed to synthesize it. The reactants are: [OH-:1].[Na+].[C:3]([NH:6][C@@H:7]([CH3:20])[CH2:8][O:9][C:10]1[CH:19]=[CH:18][C:13](C(OC)=O)=[CH:12][CH:11]=1)(=[O:5])[CH3:4].Cl.[CH3:22][OH:23]. (3) The reactants are: C([Si]([O:18][C@@H:19]([CH2:22][CH2:23]Br)[CH2:20]Br)(C1C=CC=CC=1)C1C=CC=CC=1)(C)(C)C.[F:25][C:26]1[C:27]([CH3:37])=[C:28]([CH2:32][C:33]([O:35][CH3:36])=[O:34])[CH:29]=[CH:30][CH:31]=1.[H-].[Na+].CCCC[N+](CCCC)(CCCC)CCCC.[F-]. Given the product [F:25][C:26]1[C:27]([CH3:37])=[C:28]([C@:32]2([C:33]([O:35][CH3:36])=[O:34])[CH2:23][CH2:22][C@H:19]([OH:18])[CH2:20]2)[CH:29]=[CH:30][CH:31]=1, predict the reactants needed to synthesize it. (4) Given the product [CH2:23]([O:22][C:20](=[O:21])[CH2:19][N:14]1[CH:15]=[CH:16][CH:17]=[C:13]1[S:12][C:8]1[S:7][CH:11]=[CH:10][CH:9]=1)[CH3:24], predict the reactants needed to synthesize it. The reactants are: CC([O-])(C)C.[K+].[S:7]1[CH:11]=[CH:10][CH:9]=[C:8]1[S:12][C:13]1[NH:14][CH:15]=[CH:16][CH:17]=1.Br[CH2:19][C:20]([O:22][CH2:23][CH3:24])=[O:21].O. (5) Given the product [F:1][C:2]1[CH:7]=[CH:6][C:5]([C:8]([C:10]2[CH:15]=[C:14]([O:16][C:17]([F:22])([F:21])[CH:18]([F:20])[F:19])[CH:13]=[C:12]([F:23])[CH:11]=2)=[N:29][OH:30])=[CH:4][C:3]=1[O:24][CH:25]([CH3:27])[CH3:26], predict the reactants needed to synthesize it. The reactants are: [F:1][C:2]1[CH:7]=[CH:6][C:5]([C:8]([C:10]2[CH:15]=[C:14]([O:16][C:17]([F:22])([F:21])[CH:18]([F:20])[F:19])[CH:13]=[C:12]([F:23])[CH:11]=2)=O)=[CH:4][C:3]=1[O:24][CH:25]([CH3:27])[CH3:26].Cl.[NH2:29][OH:30]. (6) Given the product [NH2:25][C:21]1[CH:20]=[C:19]([C@@H:12]([NH:11][C:9]([O:8][CH2:1][C:2]2[CH:3]=[CH:4][CH:5]=[CH:6][CH:7]=2)=[O:10])[CH2:13][C:14]([O:16][CH2:17][CH3:18])=[O:15])[CH:24]=[CH:23][CH:22]=1, predict the reactants needed to synthesize it. The reactants are: [CH2:1]([O:8][C:9]([NH:11][C@H:12]([C:19]1[CH:24]=[CH:23][CH:22]=[C:21]([N+:25]([O-])=O)[CH:20]=1)[CH2:13][C:14]([O:16][CH2:17][CH3:18])=[O:15])=[O:10])[C:2]1[CH:7]=[CH:6][CH:5]=[CH:4][CH:3]=1.CC(O)=O.C([O-])(O)=O.[Na+]. (7) The reactants are: [H-].[Al+3].[Li+].[H-].[H-].[H-].[Cl:7][C:8]1[CH:9]=[CH:10][C:11]2[CH2:12][C@@H:13]3[C:20](=O)[NH:19][C@@H:18]([CH3:22])[C:17](=O)[N:14]3[C:15]=2[CH:16]=1.[OH-].[Na+].S([O-])([O-])(=O)=O.[Mg+2].Cl. Given the product [ClH:7].[Cl:7][C:8]1[CH:9]=[CH:10][C:11]2[CH2:12][C@@H:13]3[CH2:20][NH:19][C@@H:18]([CH3:22])[CH2:17][N:14]3[C:15]=2[CH:16]=1, predict the reactants needed to synthesize it. (8) Given the product [Cl:18][C:19]1[CH:26]=[CH:25][C:22]([CH2:23][NH:24][C:14]([C:10]2[C:9](=[O:17])[N:8]([C:6]3[CH:5]=[CH:4][CH:3]=[C:2]([CH3:1])[N:7]=3)[CH:13]=[CH:12][CH:11]=2)=[O:16])=[CH:21][CH:20]=1, predict the reactants needed to synthesize it. The reactants are: [CH3:1][C:2]1[N:7]=[C:6]([N:8]2[CH:13]=[CH:12][CH:11]=[C:10]([C:14]([OH:16])=O)[C:9]2=[O:17])[CH:5]=[CH:4][CH:3]=1.[Cl:18][C:19]1[CH:26]=[CH:25][C:22]([CH2:23][NH2:24])=[CH:21][CH:20]=1. (9) Given the product [CH2:20]([O:29][C:30](=[O:31])[NH:10][C@H:9]1[CH2:8][NH:7][C:6]1=[O:5])[CH2:21]/[CH:22]=[CH:23]\[CH2:24][CH2:25][CH2:26][CH2:27][CH3:28], predict the reactants needed to synthesize it. The reactants are: C([O-])(=O)C.[O:5]=[C:6]1[C@@H:9]([NH3+:10])[CH2:8][NH:7]1.CCN(C(C)C)C(C)C.[CH2:20]([O:29][C:30](N1C=CC=CC1=O)=[O:31])[CH2:21]/[CH:22]=[CH:23]\[CH2:24][CH2:25][CH2:26][CH2:27][CH3:28].